From a dataset of Peptide-MHC class I binding affinity with 185,985 pairs from IEDB/IMGT. Regression. Given a peptide amino acid sequence and an MHC pseudo amino acid sequence, predict their binding affinity value. This is MHC class I binding data. (1) The peptide sequence is VLMKQIPIW. The MHC is HLA-A26:01 with pseudo-sequence HLA-A26:01. The binding affinity (normalized) is 0.0847. (2) The peptide sequence is ISNYICVAW. The MHC is HLA-A02:01 with pseudo-sequence HLA-A02:01. The binding affinity (normalized) is 0.0847. (3) The peptide sequence is CVVIVGRIVL. The MHC is Patr-B0101 with pseudo-sequence Patr-B0101. The binding affinity (normalized) is 0.318. (4) The peptide sequence is MPYNILDRII. The MHC is HLA-B51:01 with pseudo-sequence HLA-B51:01. The binding affinity (normalized) is 0.554.